From a dataset of Reaction yield outcomes from USPTO patents with 853,638 reactions. Predict the reaction yield, written as a fraction of the theoretical maximum amount of product (1.0 means a 100% yield; for example, 0.34 means a 34% yield). (1) The reactants are Br[C:2]1[CH:3]=[C:4]([C:7]([O:9][CH3:10])=[O:8])[O:5][CH:6]=1.C(=O)([O-])[O-].[K+].[K+].[CH3:17][N:18]1[C:22](B2OC(C)(C)C(C)(C)O2)=[CH:21][CH:20]=[N:19]1. The catalyst is O1CCOCC1.O.CC(C)([P](C(C)(C)C)([Pd][P](C(C)(C)C)(C(C)(C)C)C(C)(C)C)C(C)(C)C)C. The product is [CH3:17][N:18]1[C:22]([C:2]2[CH:3]=[C:4]([C:7]([O:9][CH3:10])=[O:8])[O:5][CH:6]=2)=[CH:21][CH:20]=[N:19]1. The yield is 0.260. (2) The reactants are [F:1][C:2]1[CH:7]=[C:6]([S:8][CH3:9])[CH:5]=[CH:4][C:3]=1[C:10]1[N:15]=[CH:14][C:13]([NH:16][C:17]([CH:19]2[CH2:24][CH2:23][N:22]([C:25]([O:27][CH:28]([CH3:30])[CH3:29])=[O:26])[CH2:21][CH2:20]2)=O)=[CH:12][CH:11]=1.B.C1COCC1. The catalyst is C1COCC1. The product is [F:1][C:2]1[CH:7]=[C:6]([S:8][CH3:9])[CH:5]=[CH:4][C:3]=1[C:10]1[N:15]=[CH:14][C:13]([NH:16][CH2:17][CH:19]2[CH2:24][CH2:23][N:22]([C:25]([O:27][CH:28]([CH3:30])[CH3:29])=[O:26])[CH2:21][CH2:20]2)=[CH:12][CH:11]=1. The yield is 0.490. (3) The reactants are C[O:2][C:3]([C:5]1[CH:10]=[CH:9][C:8]([O:11][CH2:12][C:13]([F:18])([F:17])[CH:14]([F:16])[F:15])=[CH:7][N:6]=1)=[O:4].[OH-].[Li+]. No catalyst specified. The product is [F:18][C:13]([F:17])([CH:14]([F:16])[F:15])[CH2:12][O:11][C:8]1[CH:9]=[CH:10][C:5]([C:3]([OH:4])=[O:2])=[N:6][CH:7]=1. The yield is 0.940. (4) The reactants are [OH-:1].[K+].[NH2:3][C:4]1[CH:12]=[CH:11][C:7]([C:8]([OH:10])=[O:9])=[CH:6][C:5]=1[N+:13]([O-:15])=O.Cl[O-].[Na+].Cl.[Na+].[Cl-]. The catalyst is C(O)C.O.C(O)(=O)C.CC(C)=O.C(Cl)(Cl)Cl. The product is [N+:3]1([O-:1])[O:15][N:13]=[C:5]2[CH:6]=[C:7]([C:8]([OH:10])=[O:9])[CH:11]=[CH:12][C:4]=12. The yield is 0.888.